From a dataset of Catalyst prediction with 721,799 reactions and 888 catalyst types from USPTO. Predict which catalyst facilitates the given reaction. Reactant: [Br:1][C:2]([F:9])([F:8])[C:3]([F:7])([F:6])[CH:4]=[CH2:5].B.C12BC(CCC1)CCC2.[OH:20]O.[OH-].[Na+]. Product: [Br:1][C:2]([F:9])([F:8])[C:3]([F:7])([F:6])[CH2:4][CH2:5][OH:20]. The catalyst class is: 188.